This data is from NCI-60 drug combinations with 297,098 pairs across 59 cell lines. The task is: Regression. Given two drug SMILES strings and cell line genomic features, predict the synergy score measuring deviation from expected non-interaction effect. (1) Drug 2: CC(C)NC(=O)C1=CC=C(C=C1)CNNC.Cl. Drug 1: CCC1(CC2CC(C3=C(CCN(C2)C1)C4=CC=CC=C4N3)(C5=C(C=C6C(=C5)C78CCN9C7C(C=CC9)(C(C(C8N6C)(C(=O)OC)O)OC(=O)C)CC)OC)C(=O)OC)O.OS(=O)(=O)O. Cell line: SNB-19. Synergy scores: CSS=4.06, Synergy_ZIP=0.993, Synergy_Bliss=2.98, Synergy_Loewe=-12.1, Synergy_HSA=0.102. (2) Drug 1: CC(CN1CC(=O)NC(=O)C1)N2CC(=O)NC(=O)C2. Drug 2: CN1C(=O)N2C=NC(=C2N=N1)C(=O)N. Cell line: SK-MEL-5. Synergy scores: CSS=15.5, Synergy_ZIP=1.08, Synergy_Bliss=8.13, Synergy_Loewe=-5.41, Synergy_HSA=1.38. (3) Drug 1: CC(CN1CC(=O)NC(=O)C1)N2CC(=O)NC(=O)C2. Drug 2: CC1=CC=C(C=C1)C2=CC(=NN2C3=CC=C(C=C3)S(=O)(=O)N)C(F)(F)F. Cell line: HCT116. Synergy scores: CSS=33.8, Synergy_ZIP=4.64, Synergy_Bliss=1.51, Synergy_Loewe=2.87, Synergy_HSA=4.34. (4) Drug 1: CN1C(=O)N2C=NC(=C2N=N1)C(=O)N. Drug 2: CN(C(=O)NC(C=O)C(C(C(CO)O)O)O)N=O. Cell line: SNB-19. Synergy scores: CSS=4.53, Synergy_ZIP=-0.166, Synergy_Bliss=2.32, Synergy_Loewe=2.42, Synergy_HSA=0.543. (5) Drug 1: CC1OCC2C(O1)C(C(C(O2)OC3C4COC(=O)C4C(C5=CC6=C(C=C35)OCO6)C7=CC(=C(C(=C7)OC)O)OC)O)O. Drug 2: C1=C(C(=O)NC(=O)N1)F. Cell line: UO-31. Synergy scores: CSS=35.3, Synergy_ZIP=-1.61, Synergy_Bliss=-3.13, Synergy_Loewe=0.876, Synergy_HSA=2.04.